From a dataset of NCI-60 drug combinations with 297,098 pairs across 59 cell lines. Regression. Given two drug SMILES strings and cell line genomic features, predict the synergy score measuring deviation from expected non-interaction effect. Drug 1: C1CCN(CC1)CCOC2=CC=C(C=C2)C(=O)C3=C(SC4=C3C=CC(=C4)O)C5=CC=C(C=C5)O. Drug 2: CN(CC1=CN=C2C(=N1)C(=NC(=N2)N)N)C3=CC=C(C=C3)C(=O)NC(CCC(=O)O)C(=O)O. Cell line: SNB-75. Synergy scores: CSS=11.3, Synergy_ZIP=-6.13, Synergy_Bliss=-0.515, Synergy_Loewe=0.508, Synergy_HSA=0.702.